From a dataset of Reaction yield outcomes from USPTO patents with 853,638 reactions. Predict the reaction yield, written as a fraction of the theoretical maximum amount of product (1.0 means a 100% yield; for example, 0.34 means a 34% yield). (1) The reactants are C([O:8][C:9]1[C:10]([C:21]([F:24])([F:23])[F:22])=[CH:11][C:12]([N+:18]([O-])=O)=[C:13]([CH2:15][C:16]#N)[CH:14]=1)C1C=CC=CC=1.O.C(O)(=O)C. The catalyst is C(O)C.[Pd]. The product is [OH:8][C:9]1[CH:14]=[C:13]2[C:12](=[CH:11][C:10]=1[C:21]([F:24])([F:23])[F:22])[NH:18][CH:16]=[CH:15]2. The yield is 0.840. (2) The reactants are [CH3:1][O:2][C:3]1C=C(O)[CH:6]=[CH:7][CH:8]=1.[CH2:10]([O:12][C:13](=[O:28])[C:14]([C:26]#[N:27])=[CH:15][C:16]1[CH:21]=[C:20]([O:22][CH3:23])[CH:19]=[C:18]([O:24][CH3:25])[CH:17]=1)[CH3:11]. No catalyst specified. The product is [C:26]([C:14]1[C:13](=[O:28])[O:12][C:10]2[C:6]([C:15]=1[C:16]1[CH:21]=[C:20]([O:22][CH3:23])[CH:19]=[C:18]([O:24][CH3:25])[CH:17]=1)=[CH:7][CH:8]=[C:3]([O:2][CH3:1])[CH:11]=2)#[N:27]. The yield is 0.0420. (3) The reactants are N1C=CC=CC=1.[I:7][C:8]1[CH:13]=[CH:12][C:11]([C:14]2([C:21]([OH:23])=O)[CH2:19][CH2:18][N:17]([CH3:20])[CH2:16][CH2:15]2)=[CH:10][CH:9]=1.[Cl:24][C:25]1[CH:26]=[C:27]([CH:30]=[C:31]([Cl:33])[CH:32]=1)[CH2:28][NH2:29].CC(C)N=C=NC(C)C. The catalyst is CN(C=O)C.CN(C1C=CN=CC=1)C. The product is [Cl:24][C:25]1[CH:26]=[C:27]([CH:30]=[C:31]([Cl:33])[CH:32]=1)[CH2:28][NH:29][C:21]([C:14]1([C:11]2[CH:10]=[CH:9][C:8]([I:7])=[CH:13][CH:12]=2)[CH2:15][CH2:16][N:17]([CH3:20])[CH2:18][CH2:19]1)=[O:23]. The yield is 0.110. (4) The reactants are Cl.[S:2]1[N:6]=[CH:5][C:4]([O:7][CH2:8][C@@H:9]2[O:13][C:12](=[O:14])[N:11]([C:15]3[CH:20]=[CH:19][C:18]([C:21]4[CH2:26][CH2:25][N:24]([C:27]([C@@H:29]5[CH2:33][O:32]C(C)(C)[O:30]5)=[O:28])[CH2:23][CH:22]=4)=[C:17]([F:36])[CH:16]=3)[CH2:10]2)=[N:3]1. The catalyst is C1COCC1. The product is [S:2]1[N:6]=[CH:5][C:4]([O:7][CH2:8][C@@H:9]2[O:13][C:12](=[O:14])[N:11]([C:15]3[CH:20]=[CH:19][C:18]([C:21]4[CH2:26][CH2:25][N:24]([C:27](=[O:28])[C@@H:29]([OH:30])[CH2:33][OH:32])[CH2:23][CH:22]=4)=[C:17]([F:36])[CH:16]=3)[CH2:10]2)=[N:3]1. The yield is 0.260. (5) The reactants are [Br:1][C:2]1[CH:7]=[CH:6][C:5]([C@@H:8]([N:10]2[CH2:15][CH2:14][C@:13]([CH2:22][CH2:23][CH2:24][OH:25])([C:16]3[CH:21]=[CH:20][CH:19]=[CH:18][CH:17]=3)[O:12][C:11]2=[O:26])[CH3:9])=[CH:4][CH:3]=1.CCN(CC)CC.[CH3:34][S:35](Cl)(=[O:37])=[O:36]. The catalyst is C(Cl)Cl. The product is [CH3:34][S:35]([O:25][CH2:24][CH2:23][CH2:22][C@@:13]1([C:16]2[CH:17]=[CH:18][CH:19]=[CH:20][CH:21]=2)[O:12][C:11](=[O:26])[N:10]([C@H:8]([C:5]2[CH:6]=[CH:7][C:2]([Br:1])=[CH:3][CH:4]=2)[CH3:9])[CH2:15][CH2:14]1)(=[O:37])=[O:36]. The yield is 0.980.